This data is from Forward reaction prediction with 1.9M reactions from USPTO patents (1976-2016). The task is: Predict the product of the given reaction. (1) Given the reactants [CH3:1][C:2]1[NH:11][C:10](=O)[C:9]2[C:4](=[C:5]([N+:13]([O-:15])=[O:14])[CH:6]=[CH:7][CH:8]=2)[N:3]=1.O=P(Cl)(Cl)[Cl:18], predict the reaction product. The product is: [Cl:18][C:10]1[C:9]2[C:4](=[C:5]([N+:13]([O-:15])=[O:14])[CH:6]=[CH:7][CH:8]=2)[N:3]=[C:2]([CH3:1])[N:11]=1. (2) Given the reactants [Br:1][C:2]1[CH:3]=[C:4]2[C:7](=[CH:8][CH:9]=1)[C:6](=[O:10])[CH2:5]2.[C:11]1([Mg]Br)[CH:16]=[CH:15][CH:14]=[CH:13][CH:12]=1, predict the reaction product. The product is: [Br:1][C:2]1[CH:3]=[C:4]2[C:7](=[CH:8][CH:9]=1)[C:6]([C:11]1[CH:16]=[CH:15][CH:14]=[CH:13][CH:12]=1)([OH:10])[CH2:5]2. (3) Given the reactants [Cl:1][C:2]1[CH:9]=[C:8]([O:10][CH2:11][C:12]2[S:16][C:15]([CH:17]3[CH2:22][CH2:21][NH:20][CH2:19][CH2:18]3)=[N:14][C:13]=2[CH3:23])[CH:7]=[CH:6][C:3]=1[C:4]#[N:5].C(N(CC)C(C)C)(C)C.CN(C1C=CC=CN=1)C.[F:42][C:43]([F:49])([F:48])[S:44](Cl)(=[O:46])=[O:45], predict the reaction product. The product is: [Cl:1][C:2]1[CH:9]=[C:8]([O:10][CH2:11][C:12]2[S:16][C:15]([CH:17]3[CH2:22][CH2:21][N:20]([S:44]([C:43]([F:49])([F:48])[F:42])(=[O:46])=[O:45])[CH2:19][CH2:18]3)=[N:14][C:13]=2[CH3:23])[CH:7]=[CH:6][C:3]=1[C:4]#[N:5]. (4) Given the reactants [OH:1][C:2]12[C:13]3[C:8](=[C:9]([N+:14]([O-])=O)[CH:10]=[CH:11][CH:12]=3)[C:7](=[O:17])[C:6]1([NH:18][C:19](=[O:27])[CH2:20][C:21]1[CH:26]=[CH:25][CH:24]=[CH:23][CH:22]=1)[C:5]1[CH:28]=[CH:29][C:30]([CH:32]([CH3:34])[CH3:33])=[CH:31][C:4]=1[O:3]2, predict the reaction product. The product is: [NH2:14][C:9]1[CH:10]=[CH:11][CH:12]=[C:13]2[C:8]=1[C:7](=[O:17])[C:6]1([NH:18][C:19](=[O:27])[CH2:20][C:21]3[CH:22]=[CH:23][CH:24]=[CH:25][CH:26]=3)[C:5]3[CH:28]=[CH:29][C:30]([CH:32]([CH3:33])[CH3:34])=[CH:31][C:4]=3[O:3][C:2]12[OH:1]. (5) Given the reactants CC1C=CC(S(OCC2CC3C=CC=C(OC)C=3O2)(=O)=O)=CC=1.[N-]=[N+]=[N-].[Na+].[N:28]([CH2:31][CH:32]1[CH2:36][C:35]2[CH:37]=[CH:38][CH:39]=[C:40]([O:41][CH3:42])[C:34]=2[O:33]1)=[N+]=[N-].[N-]=[N+]=[N-], predict the reaction product. The product is: [CH3:42][O:41][C:40]1[C:34]2[O:33][CH:32]([CH2:31][NH2:28])[CH2:36][C:35]=2[CH:37]=[CH:38][CH:39]=1. (6) Given the reactants [CH3:1][O:2][C:3]1[CH:40]=[CH:39][C:6]([CH2:7][N:8]2[C:12]3=[N:13][CH:14]=[CH:15][C:16]([O:17][C:18]4[CH:25]=[CH:24][C:23]([O:26][C:27]5[CH:32]=[CH:31][CH:30]=[CH:29][CH:28]=5)=[CH:22][C:19]=4[C:20]#[N:21])=[C:11]3[C:10]([NH:33][C@@H:34]3[CH2:38][CH2:37][NH:36][CH2:35]3)=[N:9]2)=[CH:5][CH:4]=1.[OH-:41].[Na+], predict the reaction product. The product is: [CH3:1][O:2][C:3]1[CH:4]=[CH:5][C:6]([CH2:7][N:8]2[C:12]3=[N:13][CH:14]=[CH:15][C:16]([O:17][C:18]4[CH:25]=[CH:24][C:23]([O:26][C:27]5[CH:32]=[CH:31][CH:30]=[CH:29][CH:28]=5)=[CH:22][C:19]=4[C:20]([NH2:21])=[O:41])=[C:11]3[C:10]([NH:33][C@@H:34]3[CH2:38][CH2:37][NH:36][CH2:35]3)=[N:9]2)=[CH:39][CH:40]=1. (7) Given the reactants [C:1]([O:5][C:6]([N:8]([C:26]([O:28][C:29]([CH3:32])([CH3:31])[CH3:30])=[O:27])[C@@H:9]([C:23](O)=[O:24])[CH2:10][CH2:11][C@@H:12]([C:15]1[CH:20]=[CH:19][CH:18]=[C:17]([F:21])[C:16]=1[F:22])[CH2:13][NH2:14])=[O:7])([CH3:4])([CH3:3])[CH3:2].Cl[CH2:34][C:35]([CH3:38])([OH:37])[CH3:36].C(N(C(C)C)CC)(C)C.C(Cl)CCl.C1C=NC2N(O)N=NC=2C=1.C([O-])(O)=O.[Na+], predict the reaction product. The product is: [C:1]([O:5][C:6]([N:8]([C@@H:9]1[CH2:10][CH2:11][C@@H:12]([C:15]2[CH:20]=[CH:19][CH:18]=[C:17]([F:21])[C:16]=2[F:22])[CH2:13][N:14]([CH2:34][C:35]([OH:37])([CH3:38])[CH3:36])[C:23]1=[O:24])[C:26]([O:28][C:29]([CH3:30])([CH3:31])[CH3:32])=[O:27])=[O:7])([CH3:2])([CH3:3])[CH3:4].